From a dataset of Drug-target binding data from BindingDB using IC50 measurements. Regression. Given a target protein amino acid sequence and a drug SMILES string, predict the binding affinity score between them. We predict pIC50 (pIC50 = -log10(IC50 in M); higher means more potent). Dataset: bindingdb_ic50. (1) The small molecule is O=C(N[C@@H](Cc1ccccc1)C(=O)N[C@@H]1C(=O)N2CCS(=O)(=O)[C@H]12)OCc1ccccc1. The target protein (P07154) has sequence MTPLLLLAVLCLGTALATPKFDQTFNAQWHQWKSTHRRLYGTNEEEWRRAVWEKNMRMIQLHNGEYSNGKHGFTMEMNAFGDMTNEEFRQIVNGYRHQKHKKGRLFQEPLMLQIPKTVDWREKGCVTPVKNQGQCGSCWAFSASGCLEGQMFLKTGKLISLSEQNLVDCSHDQGNQGCNGGLMDFAFQYIKENGGLDSEESYPYEAKDGSCKYRAEYAVANDTGFVDIPQQEKALMKAVATVGPISVAMDASHPSLQFYSSGIYYEPNCSSKDLDHGVLVVGYGYEGTDSNKDKYWLVKNSWGKEWGMDGYIKIAKDRNNHCGLATAASYPIVN. The pIC50 is 8.0. (2) The drug is CC(=O)N[C@@H](Cc1ccccc1)C(=O)N[C@H](C(=O)N[C@H](C=O)CCCN=C(N)N)C(C)C. The target protein (P06868) has sequence MLPASPKMEHKAVVFLLLLFLKSGLGDLLDDYVNTQGASLLSLSRKNLAGRSVEDCAAKCEEETDFVCRAFQYHSKEQQCVVMAENSKNTPVFRMRDVILYEKRIYLLECKTGNGQTYRGTTAETKSGVTCQKWSATSPHVPKFSPEKFPLAGLEENYCRNPDNDENGPWCYTTDPDKRYDYCDIPECEDKCMHCSGENYEGKIAKTMSGRDCQAWDSQSPHAHGYIPSKFPNKNLKMNYCRNPDGEPRPWCFTTDPQKRWEFCDIPRCTTPPPSSGPKYQCLKGTGKNYGGTVAVTESGHTCQRWSEQTPHKHNRTPENFPCKNLEENYCRNPNGEKAPWCYTTNSEVRWEYCTIPSCESSPLSTERMDVPVPPEQTPVPQDCYHGNGQSYRGTSSTTITGRKCQSWSSMTPHRHLKTPENYPNAGLTMNYCRNPDADKSPWCYTTDPRVRWEFCNLKKCSETPEQVPAAPQAPGVENPPEADCMIGTGKSYRGKKATT.... The pIC50 is 5.7. (3) The small molecule is CCCCCCCCCCCCOc1cccc(C(=O)c2c(C(=O)O)n(C)c3ccccc23)c1. The target protein (A4IFJ5) has sequence MSFIDPYQHIIVEHHYSHKFTVVVLRATKVTKGTFGDMLDTPDPYVELFISSTPDSRKRTRHFNNDINPVWNETFEFILDPNQENILEITLMDANYVMDETLGTTTFPISSMKVGEKKQVPFIFNQVTEMILEMSLEVCSSPDLRFSMALCDQEKAFRQQRKENIKENMKKLLGPKNSEGLHSTRDVPVVAILGSGGGFRAMVGFSGVMKALYESGILDCATYIAGLSGSTWYMSTLYSHPDFPEKGPEEINKELMKNVSHNPLLLLTPQKIKRYVESLWRKKSSGQPVTFTDIFGMLIGETLIHNRMNTTLSSLKEKVNTGQCPLPLFTCLHVKPDVSELMFADWVEFSPFEIGMAKYGTFMAPDLFGSKFFMGTVVKKYEENPLHFLMGVWGSAFSILFNRVLGVSGSQSKGSTMEEELENITAKHIVSNDSSDSDDESQGPKGTEHEEAEREYQNDNQASWVQRMLMALVSDSALFNTREGRAGKVHNFMLGLNLNT.... The pIC50 is 5.2. (4) The compound is Cc1cccc(NC(=O)c2cccc(S(=O)(=O)N3CCc4ccccc4C3)c2)c1C(=O)O. The target protein (Q03181) has sequence MEQPQEEAPEVREEEEKEEVAEAEGAPELNGGPQHALPSSSYTDLSRSSSPPSLLDQLQMGCDGASCGSLNMECRVCGDKASGFHYGVHACEGCKGFFRRTIRMKLEYEKCERSCKIQKKNRNKCQYCRFQKCLALGMSHNAIRFGRMPEAEKRKLVAGLTANEGSQYNPQVADLKAFSKHIYNAYLKNFNMTKKKARSILTGKASHTAPFVIHDIETLWQAEKGLVWKQLVNGLPPYKEISVHVFYRCQCTTVETVRELTEFAKSIPSFSSLFLNDQVTLLKYGVHEAIFAMLASIVNKDGLLVANGSGFVTREFLRSLRKPFSDIIEPKFEFAVKFNALELDDSDLALFIAAIILCGDRPGLMNVPRVEAIQDTILRALEFHLQANHPDAQYLFPKLLQKMADLRQLVTEHAQMMQRIKKTETETSLHPLLQEIYKDMY. The pIC50 is 5.0. (5) The compound is CC1(C)C=Cc2cc(-c3coc4cc(O)ccc4c3=O)ccc2O1. The target protein sequence is MNKISQRLLFLFLHFYTTVCFIQNNTQKTFHNVLQNEQIRGKEKAFYRKEKRENIFIGNKMKHVHNMNNTHNNNHYMEKEEQDASNINKIKEENKNEDICFIAGIGDTNGYGWGIAKELSKRNVKIIFGIWPPVYNIFMKNYKNGKFDNDMIIDKDKKMNILDMLPFDASFDTANDIDEETKNNKRYNMLQNYTIEDVANLIHQKYGKINMLVHSLANAKEVQKDLLNTSRKGYLDALSKSSYSLISLCKYFVNIMKPQSSIISLTYHASQKVVPGYGGGMSSAKAALESDTRVLAYHLGRNYNIRINTISAGPLKSRAATAINKLNNTYENNTNQNKNRNRHDVHNIMNNSGEKEEKKISASQNYTFIDYAIEYSEKYAPLRQKLLSTDIGSVASFLLSRESRAITGQTIYVDNGLNIMFLPDDIYRNENE. The pIC50 is 4.2. (6) The drug is Cc1oc2nc1-c1nc(co1)-c1nc(co1)-c1nc(co1)-c1nc(co1)-c1nc(co1)C1=NC(CS1)c1nc-2c(C)o1. The target protein sequence is MSSMWSEYTIGGVKIYFPYKAYPSQLAMMNSILRGLNSKQHCLLESPTGSGKSLALLCSALAWQQSLSGKPADEGVSEKAEVQLSCCCACHSKDFTNNDMNQGTSRHFNYPSTPPSERNGTSSTCQDSPEKTTLAAKLSAKKQASIYRDENDDFQVEKKRIRPLETTQQIRKRHCFGTEVHNLDAKVDSGKTVKLNSPLEKINSFSPQKPPGHCSRCCCSTKQGNSQESSNTIKKDHTGKSKIPKIYFGTRTHKQIAQITRELRRTAYSGVPMTILSSRDHTCVHPEVVGNFNRNEKCMELLDGKNGKSCYFYHGVHKISDQHTLQTFQGMCKAWDIEELVSLGKKLKACPYYTARELIQDADIIFCPYNYLLDAQIRESMDLNLKEQVVILDEAHNIEDCARESASYSVTEVQLRFARDELDSMVNNNIRKKDHEPLRAVCCSLINWLEANAEYLVERDYESACKIWSGNEMLLTLHKMGITTATFPILQGHFSAVLQK.... The pIC50 is 8.7. (7) The drug is NC/C=C(\Cl)CN. The target protein (Q9TTK6) has sequence MNQKTTLVLLALAVITIFALVCVLIAGRGGDGGEASQPHYCPSGTPSVQPWTHPGQNQLFADLSREELTAVMSFLTQKLGPDLVDAAQARPSDNCIFSVELQLPPKAAALAHLDRRSPPPAREALAIVFFGGQPQPNVTELVVGPLPQPSYMRDVTVERHGGPLPYYRRPVLLREYLDIDQMIFNRELPQAAGVLHHCCSYKQGGGNLVTMTTAPRGLQSGDRATWFGLYYNISGAGYYLHPVGLELLVDHKALDPAQWTIQKVFFQGRYYESLAQLEEQFEAGRVNVVVIPNNGTGGSWSLKSQVPPGPTPPLQFHPQGTRFSVQGSRVTSSLWTFSFGLGAFSGPRIFDIRFQGERLAYEISLQEAVAIYGGNTPAAMLTRYMDGCFGMGKFATPLTRGVDCPYLATYVDWHFLLESQAPRTLHDAFCVFEQNKGLPLRRHHSDFISQYFGGVVETVLVFRSVSTLLNYDYVWDMVFHPNGAIEVKFHATGYISSAFF.... The pIC50 is 4.6. (8) The small molecule is O=c1cc(-c2ccccc2)oc2cc(O)cc(O)c12. The target protein sequence is MSVLHRFYLFFLFTKFFHCYKISYVLKNAKLAPNHAIKNINSLNLLSENKKENYYYCGENKVALVTGAGRGIGREIAKMLAKSVSHVICISRTQKSCDSVVDEIKSFGYESSGYAGDVSKKEEISEVINKILTEHKNVDILVSNAGITRDNLFLRMKNDEWEDVLRTNLNSLFYITQPISKRMINNRYGRIINISSIVGLTGNVGQANYSSSKAGVIGFTKSLAKELASRNITVNAIAPGFISSDMTDKISEQIKKNIISNIPAGRMGTPEEVANLACFLSSDKSGYINGRVFVIDGGLSP. The pIC50 is 5.0. (9) The small molecule is O=c1oc(Cl)c(Cl)c2ccccc12. The target protein (P46116) has sequence MAEQQNPFSIKSKARFSLGAIALTLTLVLLNIAVYFYQIVFASPLDSRESNLILFGANIYQLSLTGDWWRYPISMMLHSNGTHLAFNCLALFVIGIGCERAYGKFKLLAIYIISGIGAALFSAYWQYYEISNSDLWTDSTVYITIGVGASGAIMGIAAASVIYLIKVVINKPNPHPVIQRRQKYQLYNLIAMIALTLINGLQSGVDNAAHIGGAIIGALISIAYILVPHKLRVANLCITVIAASLLTMMIYLYSFSTNKHLLEEREFIYQEVYTELADANQ. The pIC50 is 5.0.